From a dataset of Forward reaction prediction with 1.9M reactions from USPTO patents (1976-2016). Predict the product of the given reaction. Given the reactants Cl.[F:2][C:3]([F:20])([F:19])[C:4]1[CH:5]=[CH:6][C:7]([N:10]2[CH:18]=[C:13]3[CH2:14][NH:15][CH2:16][CH2:17][C:12]3=[N:11]2)=[N:8][CH:9]=1.C(N(CC)CC)C.[Cl:28][CH2:29][C:30](Cl)=[O:31].O, predict the reaction product. The product is: [Cl:28][CH2:29][C:30]([N:15]1[CH2:16][CH2:17][C:12]2=[N:11][N:10]([C:7]3[CH:6]=[CH:5][C:4]([C:3]([F:19])([F:2])[F:20])=[CH:9][N:8]=3)[CH:18]=[C:13]2[CH2:14]1)=[O:31].